Dataset: Peptide-MHC class I binding affinity with 185,985 pairs from IEDB/IMGT. Task: Regression. Given a peptide amino acid sequence and an MHC pseudo amino acid sequence, predict their binding affinity value. This is MHC class I binding data. (1) The peptide sequence is RTSKAPLER. The MHC is HLA-B40:01 with pseudo-sequence HLA-B40:01. The binding affinity (normalized) is 0. (2) The peptide sequence is LVTGAGSGF. The MHC is HLA-A02:19 with pseudo-sequence HLA-A02:19. The binding affinity (normalized) is 0.0847.